This data is from Full USPTO retrosynthesis dataset with 1.9M reactions from patents (1976-2016). The task is: Predict the reactants needed to synthesize the given product. (1) Given the product [Br:1][C:2]1[C:7]([CH:23]2[NH:22][C:27](=[O:28])[C:26]([CH3:38])([CH3:37])[CH2:25][CH2:24]2)=[C:6]([F:8])[C:5]([F:9])=[C:4]([F:10])[CH:3]=1, predict the reactants needed to synthesize it. The reactants are: [Br:1][C:2]1[CH:7]=[C:6]([F:8])[C:5]([F:9])=[C:4]([F:10])[CH:3]=1.C([Li])(C)(C)C.C([S@@]([N:22]=[CH:23][CH2:24][CH2:25][C:26]([CH3:38])([CH3:37])[C:27](OCC1C=CC=CC=1)=[O:28])=O)(C)(C)C. (2) Given the product [CH2:1]([O:3][CH:4]([CH2:10][C:11]1[CH:12]=[N:13][C:14]2[C:19]([CH:20]=1)=[CH:18][C:17]([OH:21])=[CH:16][CH:15]=2)[C:5]([O:7][CH2:8][CH3:9])=[O:6])[CH3:2], predict the reactants needed to synthesize it. The reactants are: [CH2:1]([O:3][CH:4]([CH2:10][C:11]1[CH:12]=[N:13][C:14]2[C:19]([CH:20]=1)=[CH:18][C:17]([O:21]COC)=[CH:16][CH:15]=2)[C:5]([O:7][CH2:8][CH3:9])=[O:6])[CH3:2].O.C(=O)([O-])O.[Na+]. (3) Given the product [OH:28][C:25]1[CH:26]=[CH:27][C:22]([NH:21][C:19]2[C:18]([N+:36]([O-:38])=[O:37])=[CH:17][N:16]=[C:15]([O:11][C:7]3[CH:6]=[C:5]([NH:4][C:1](=[O:3])[CH3:2])[CH:10]=[CH:9][CH:8]=3)[CH:20]=2)=[CH:23][CH:24]=1, predict the reactants needed to synthesize it. The reactants are: [C:1]([NH:4][C:5]1[CH:6]=[C:7]([OH:11])[CH:8]=[CH:9][CH:10]=1)(=[O:3])[CH3:2].[H-].[Na+].Cl[C:15]1[CH:20]=[C:19]([NH:21][C:22]2[CH:27]=[CH:26][C:25]([O:28][Si](C(C)(C)C)(C)C)=[CH:24][CH:23]=2)[C:18]([N+:36]([O-:38])=[O:37])=[CH:17][N:16]=1.O. (4) Given the product [ClH:15].[ClH:15].[CH2:12]([N:10]1[CH:11]=[C:7]([CH2:6][CH2:5][NH2:4])[N:8]=[CH:9]1)[CH2:13][CH3:14], predict the reactants needed to synthesize it. The reactants are: [Br-].O=C1[N:8]2[CH:9]=[N+:10]([CH2:12][CH2:13][CH3:14])[CH:11]=[C:7]2[CH2:6][CH2:5][NH:4]1.[ClH:15]. (5) Given the product [CH3:1][C:2]1[N:6]([CH2:7][C:8]2[CH:13]=[CH:12][C:11]([CH3:14])=[CH:10][CH:9]=2)[N:5]=[C:4]([C:15]([OH:17])=[O:16])[CH:3]=1, predict the reactants needed to synthesize it. The reactants are: [CH3:1][C:2]1[N:6]([CH2:7][C:8]2[CH:13]=[CH:12][C:11]([CH3:14])=[CH:10][CH:9]=2)[N:5]=[C:4]([C:15]([O:17]C)=[O:16])[CH:3]=1.[OH-].[Na+]. (6) The reactants are: [Cl:1][C:2]1[N:3]=[C:4]([N:18]2[CH2:23][CH2:22][O:21][CH2:20][CH2:19]2)[C:5]2[S:10][C:9]([C:11]3[CH:17]=[CH:16][C:14]([NH2:15])=[CH:13][CH:12]=3)=[CH:8][C:6]=2[N:7]=1.Cl[CH2:25][CH2:26][O:27][CH2:28][CH2:29][OH:30].C(=O)([O-])[O-].[K+].[K+].[I-].[K+]. Given the product [Cl:1][C:2]1[N:3]=[C:4]([N:18]2[CH2:23][CH2:22][O:21][CH2:20][CH2:19]2)[C:5]2[S:10][C:9]([C:11]3[CH:12]=[CH:13][C:14]([NH:15][CH2:25][CH2:26][O:27][CH2:28][CH2:29][OH:30])=[CH:16][CH:17]=3)=[CH:8][C:6]=2[N:7]=1, predict the reactants needed to synthesize it. (7) Given the product [N:19]([CH2:2][C@H:3]([OH:18])[CH2:4][C:5]1[CH:10]=[CH:9][CH:8]=[C:7]([O:11][CH2:12][CH:13]([CH2:16][CH3:17])[CH2:14][CH3:15])[CH:6]=1)=[N+:20]=[N-:21], predict the reactants needed to synthesize it. The reactants are: Cl[CH2:2][C@H:3]([OH:18])[CH2:4][C:5]1[CH:10]=[CH:9][CH:8]=[C:7]([O:11][CH2:12][CH:13]([CH2:16][CH3:17])[CH2:14][CH3:15])[CH:6]=1.[N-:19]=[N+:20]=[N-:21].[Na+]. (8) Given the product [N+:1]([C:4]1[CH:5]=[CH:6][C:7]([N:10]2[CH2:15][CH2:14][N:13]([C:23](=[O:25])[CH3:24])[CH2:12][CH2:11]2)=[CH:8][CH:9]=1)([O-:3])=[O:2], predict the reactants needed to synthesize it. The reactants are: [N+:1]([C:4]1[CH:9]=[CH:8][C:7]([N:10]2[CH2:15][CH2:14][NH:13][CH2:12][CH2:11]2)=[CH:6][CH:5]=1)([O-:3])=[O:2].C(N(CC)CC)C.[C:23](OC(=O)C)(=[O:25])[CH3:24].C(=O)(O)[O-].[Na+].